Dataset: Forward reaction prediction with 1.9M reactions from USPTO patents (1976-2016). Task: Predict the product of the given reaction. (1) Given the reactants [NH2:1][C:2]1[CH:10]=[CH:9][C:8]([OH:11])=[CH:7][C:3]=1[C:4]([OH:6])=O.[NH2:12][C:13](N)=[O:14].O, predict the reaction product. The product is: [OH:11][C:8]1[CH:7]=[C:3]2[C:2](=[CH:10][CH:9]=1)[NH:1][C:13](=[O:14])[NH:12][C:4]2=[O:6]. (2) Given the reactants C([O:4][C:5]1[C:9]2[CH:10]=[CH:11][CH:12]=[CH:13][C:8]=2[O:7][CH:6]=1)(=O)C.OS(O)(=O)=O, predict the reaction product. The product is: [O:7]1[C:8]2[CH:13]=[CH:12][CH:11]=[CH:10][C:9]=2[C:5](=[O:4])[CH2:6]1. (3) Given the reactants Br[CH2:2][CH2:3][O:4][C:5]1[CH:10]=[CH:9][C:8]([CH2:11][N:12]2[C:21](=[O:22])[C:20]([C:23]([NH:25][C:26]3[CH:31]=[CH:30][C:29]([C:32]([F:35])([F:34])[F:33])=[CH:28][C:27]=3[C:36]3[CH:41]=[C:40]([C:42]([F:45])([F:44])[F:43])[N:39]=[CH:38][N:37]=3)=[O:24])=[C:19]([OH:46])[C:14]3([CH2:18][CH2:17][CH2:16][CH2:15]3)[N:13]2[CH3:47])=[C:7]([F:48])[C:6]=1[F:49].Cl.[NH2:51][C@H:52]([C:58]([O:60][CH3:61])=[O:59])[CH2:53][S:54]([OH:57])(=[O:56])=[O:55], predict the reaction product. The product is: [F:49][C:6]1[C:7]([F:48])=[C:8]([CH2:11][N:12]2[C:21](=[O:22])[C:20]([C:23](=[O:24])[NH:25][C:26]3[CH:31]=[CH:30][C:29]([C:32]([F:35])([F:34])[F:33])=[CH:28][C:27]=3[C:36]3[CH:41]=[C:40]([C:42]([F:45])([F:44])[F:43])[N:39]=[CH:38][N:37]=3)=[C:19]([OH:46])[C:14]3([CH2:18][CH2:17][CH2:16][CH2:15]3)[N:13]2[CH3:47])[CH:9]=[CH:10][C:5]=1[O:4][CH2:3][CH2:2][NH:51][C@H:52]([C:58]([O:60][CH3:61])=[O:59])[CH2:53][S:54]([OH:57])(=[O:56])=[O:55]. (4) Given the reactants C(N)CC.[F:5][C:6]1[CH:18]=[CH:17][CH:16]=[C:15]([F:19])[C:7]=1[C:8]([N:10](C=O)[CH:11]=[CH2:12])=[O:9], predict the reaction product. The product is: [F:5][C:6]1[CH:18]=[CH:17][CH:16]=[C:15]([F:19])[C:7]=1[C:8]([NH:10][CH:11]=[CH2:12])=[O:9]. (5) The product is: [CH:31]1[C:32]2[C:27](=[CH:33][C:3]3[C:4]([C:9]=2[C:2]2[CH:3]=[C:4]([C:9]4[N:10]=[C:11]([C:21]5[CH:22]=[CH:23][CH:24]=[CH:25][CH:26]=5)[N:12]=[C:13]([C:15]5[CH:16]=[CH:17][CH:18]=[CH:19][CH:20]=5)[N:14]=4)[CH:5]=[C:6]([C:49]4[CH:50]=[CH:51][C:46]([C:41]5[CH:42]=[CH:43][CH:44]=[CH:45][N:40]=5)=[CH:47][CH:48]=4)[CH:7]=2)=[CH:5][CH:6]=[CH:7][CH:2]=3)[CH:28]=[CH:29][CH:30]=1. Given the reactants Br[C:2]1[CH:3]=[C:4]([C:9]2[N:14]=[C:13]([C:15]3[CH:20]=[CH:19][CH:18]=[CH:17][CH:16]=3)[N:12]=[C:11]([C:21]3[CH:26]=[CH:25][CH:24]=[CH:23][CH:22]=3)[N:10]=2)[CH:5]=[C:6](Br)[CH:7]=1.[C:27]1([CH3:33])[CH:32]=[CH:31][CH:30]=[CH:29][CH:28]=1.C([O-])([O-])=O.[K+].[K+].[N:40]1[CH:45]=[CH:44][CH:43]=[CH:42][C:41]=1[C:46]1[CH:51]=[CH:50][C:49](B(O)O)=[CH:48][CH:47]=1, predict the reaction product. (6) Given the reactants [N:1]1([CH:7]2[CH2:12][CH2:11][N:10]([C:13](=[O:27])[CH2:14][CH2:15][C:16]3[N:17]([CH2:21][C:22]([O:24]CC)=[O:23])[CH:18]=[CH:19][N:20]=3)[CH2:9][CH2:8]2)[CH2:6][CH2:5][CH2:4][CH2:3][CH2:2]1, predict the reaction product. The product is: [N:1]1([CH:7]2[CH2:12][CH2:11][N:10]([C:13](=[O:27])[CH2:14][CH2:15][C:16]3[N:17]([CH2:21][C:22]([OH:24])=[O:23])[CH:18]=[CH:19][N:20]=3)[CH2:9][CH2:8]2)[CH2:6][CH2:5][CH2:4][CH2:3][CH2:2]1. (7) Given the reactants [Cl:1][C:2]1[CH:3]=[C:4]([CH2:9][N:10]2[C:14]([CH3:15])=[C:13]([NH2:16])[N:12]=[N:11]2)[CH:5]=[CH:6][C:7]=1[Cl:8].[CH3:17][O:18][C:19]1[CH:30]=[CH:29][C:22]2[N:23]=[C:24]([C:26](N)=[O:27])[S:25][C:21]=2[CH:20]=1.CN(C(ON1N=NC2C=CC=NC1=2)=[N+](C)C)C.F[P-](F)(F)(F)(F)F.CCN(C(C)C)C(C)C, predict the reaction product. The product is: [Cl:1][C:2]1[CH:3]=[C:4]([CH2:9][N:10]2[C:14]([CH3:15])=[C:13]([NH:16][C:26]([C:24]3[S:25][C:21]4[CH:20]=[C:19]([O:18][CH3:17])[CH:30]=[CH:29][C:22]=4[N:23]=3)=[O:27])[N:12]=[N:11]2)[CH:5]=[CH:6][C:7]=1[Cl:8]. (8) Given the reactants [Br:1][C:2]1[C:3]2[C:7]([CH:8]=[C:9]([CH3:11])[CH:10]=1)=[N:6][N:5]1[C:12]([CH:17]3[CH2:22][CH2:21][N:20](C(OC(C)(C)C)=O)[CH2:19][CH2:18]3)=[CH:13][C:14](=[O:16])[NH:15][C:4]=21.[ClH:30], predict the reaction product. The product is: [ClH:30].[Br:1][C:2]1[C:3]2[C:7]([CH:8]=[C:9]([CH3:11])[CH:10]=1)=[N:6][N:5]1[C:12]([CH:17]3[CH2:18][CH2:19][NH:20][CH2:21][CH2:22]3)=[CH:13][C:14](=[O:16])[NH:15][C:4]=21. (9) Given the reactants [NH:1]1[CH2:6][CH2:5][CH2:4][C@@H:3]([CH2:7][O:8][C:9]2[C:17]3[C:16]4[CH:18]=[C:19]([C:22]#[N:23])[N:20]=[CH:21][C:15]=4[N:14]([CH2:24][O:25][CH2:26][CH2:27][Si:28]([CH3:31])([CH3:30])[CH3:29])[C:13]=3[N:12]=[CH:11][CH:10]=2)[CH2:2]1.C=O.[C:34](O[BH-](OC(=O)C)OC(=O)C)(=O)C.[Na+].C(=O)([O-])[O-].[Na+].[Na+], predict the reaction product. The product is: [CH3:34][N:1]1[CH2:6][CH2:5][CH2:4][C@@H:3]([CH2:7][O:8][C:9]2[C:17]3[C:16]4[CH:18]=[C:19]([C:22]#[N:23])[N:20]=[CH:21][C:15]=4[N:14]([CH2:24][O:25][CH2:26][CH2:27][Si:28]([CH3:31])([CH3:30])[CH3:29])[C:13]=3[N:12]=[CH:11][CH:10]=2)[CH2:2]1.